This data is from Reaction yield outcomes from USPTO patents with 853,638 reactions. The task is: Predict the reaction yield, written as a fraction of the theoretical maximum amount of product (1.0 means a 100% yield; for example, 0.34 means a 34% yield). (1) The reactants are [C:1](Cl)(=[O:8])[C:2]1[CH:7]=[CH:6][CH:5]=[CH:4][CH:3]=1.[C:10]([NH2:19])([C:13]1[CH:18]=[CH:17][CH:16]=[CH:15][CH:14]=1)([CH3:12])[CH3:11].C(N(CC)CC)C. The catalyst is ClCCl.CN(C1C=CN=CC=1)C. The product is [CH3:11][C:10]([NH:19][C:1](=[O:8])[C:2]1[CH:7]=[CH:6][CH:5]=[CH:4][CH:3]=1)([C:13]1[CH:18]=[CH:17][CH:16]=[CH:15][CH:14]=1)[CH3:12]. The yield is 0.980. (2) The reactants are [F:1][C:2]1([F:17])[O:6][C:5]2[CH:7]=[CH:8][C:9]([C:11]3([C:14](Cl)=[O:15])[CH2:13][CH2:12]3)=[CH:10][C:4]=2[O:3]1.C(N(CC)CC)C.[Cl:25][C:26]1[N:31]=[C:30]([NH2:32])[CH:29]=[CH:28][C:27]=1[CH2:33][CH3:34]. The yield is 0.690. The catalyst is ClCCl. The product is [Cl:25][C:26]1[N:31]=[C:30]([NH:32][C:14]([C:11]2([C:9]3[CH:8]=[CH:7][C:5]4[O:6][C:2]([F:17])([F:1])[O:3][C:4]=4[CH:10]=3)[CH2:13][CH2:12]2)=[O:15])[CH:29]=[CH:28][C:27]=1[CH2:33][CH3:34]. (3) The reactants are [C:1]([N:8]1[CH2:13][CH2:12][CH:11]([C:14]#[N:15])[CH2:10][CH2:9]1)([O:3][C:4]([CH3:7])([CH3:6])[CH3:5])=[O:2].C1CCCCC1.[Br:22][C:23]1[C:28]([F:29])=[CH:27][CH:26]=[C:25]([CH2:30]Br)[N:24]=1.Cl.[Cl-].[NH4+]. The catalyst is O1CCCC1. The product is [Br:22][C:23]1[N:24]=[C:25]([CH2:30][C:11]2([C:14]#[N:15])[CH2:12][CH2:13][N:8]([C:1]([O:3][C:4]([CH3:7])([CH3:6])[CH3:5])=[O:2])[CH2:9][CH2:10]2)[CH:26]=[CH:27][C:28]=1[F:29]. The yield is 0.760. (4) The reactants are [C:1]1([N:7]([CH2:11][CH2:12][OH:13])[CH2:8][CH2:9][OH:10])[CH:6]=[CH:5][CH:4]=[CH:3][CH:2]=1.[H-].[Na+].CS([C:20]1[N:30]=[C:23]2[N:24]=[C:25]([CH3:29])[CH:26]=[C:27]([CH3:28])[N:22]2[N:21]=1)(=O)=O. The catalyst is O1CCCC1. The product is [CH3:29][C:25]1[CH:26]=[C:27]([CH3:28])[N:22]2[N:21]=[C:20]([O:10][CH2:9][CH2:8][N:7]([C:1]3[CH:6]=[CH:5][CH:4]=[CH:3][CH:2]=3)[CH2:11][CH2:12][OH:13])[N:30]=[C:23]2[N:24]=1. The yield is 0.650. (5) The reactants are Cl[C:2]1[C:7]2[CH2:8][CH2:9][CH2:10][C:6]=2[N:5]=[C:4]([NH2:11])[N:3]=1.[O-:12][CH2:13][CH3:14].[Na+]. The catalyst is C1(C)C(C)=CC=CC=1.C(O)C. The product is [CH2:13]([O:12][C:2]1[C:7]2[CH2:8][CH2:9][CH2:10][C:6]=2[N:5]=[C:4]([NH2:11])[N:3]=1)[CH3:14]. The yield is 0.980. (6) The reactants are CS[C:3]1[S:4][C:5](=[CH:9][C:10]2[C:18]3[C:13](=[N:14][CH:15]=[CH:16][CH:17]=3)[NH:12][CH:11]=2)[C:6](=[O:8])[N:7]=1.[CH:19]1([NH2:22])[CH2:21][CH2:20]1.C(N(C(C)C)CC)(C)C. The catalyst is C(#N)C. The product is [CH:19]1([NH:22][C:3]2[S:4]/[C:5](=[CH:9]\[C:10]3[C:18]4[C:13](=[N:14][CH:15]=[CH:16][CH:17]=4)[NH:12][CH:11]=3)/[C:6](=[O:8])[N:7]=2)[CH2:21][CH2:20]1. The yield is 0.710. (7) The reactants are Br[C:2]1[N:10]=[CH:9][C:8]2[NH:7][C:6]3[N:11]=[CH:12][C:13]([C:15]4[CH:20]=[CH:19][C:18]([CH2:21][N:22]5[CH2:27][CH2:26][CH2:25][CH2:24][CH2:23]5)=[CH:17][CH:16]=4)=[CH:14][C:5]=3[C:4]=2[CH:3]=1.CC1(C)C(C)(C)OB([C:36]2[O:40][CH:39]=[N:38][CH:37]=2)O1. The catalyst is C(=O)([O-])[O-].[Na+].[Na+].C(#N)C.C(Cl)Cl.CO. The product is [O:40]1[C:36]([C:2]2[N:10]=[CH:9][C:8]3[NH:7][C:6]4[N:11]=[CH:12][C:13]([C:15]5[CH:16]=[CH:17][C:18]([CH2:21][N:22]6[CH2:23][CH2:24][CH2:25][CH2:26][CH2:27]6)=[CH:19][CH:20]=5)=[CH:14][C:5]=4[C:4]=3[CH:3]=2)=[CH:37][N:38]=[CH:39]1. The yield is 0.290.